Dataset: Full USPTO retrosynthesis dataset with 1.9M reactions from patents (1976-2016). Task: Predict the reactants needed to synthesize the given product. (1) The reactants are: [CH:1]1([CH:7]([C:19]2[CH:23]=[C:22]([CH3:24])[O:21][C:20]=2[CH3:25])[O:8][C:9]2[CH:18]=[CH:17][C:12]([C:13]([O:15]C)=[O:14])=[CH:11][CH:10]=2)[CH2:6][CH2:5][CH2:4][CH2:3][CH2:2]1.[OH-].[Li+].O.Cl. Given the product [CH:1]1([CH:7]([C:19]2[CH:23]=[C:22]([CH3:24])[O:21][C:20]=2[CH3:25])[O:8][C:9]2[CH:10]=[CH:11][C:12]([C:13]([OH:15])=[O:14])=[CH:17][CH:18]=2)[CH2:6][CH2:5][CH2:4][CH2:3][CH2:2]1, predict the reactants needed to synthesize it. (2) Given the product [Cl:1][C:2]1[CH:7]=[CH:6][C:5]([S:8]([NH:11][C@@H:12]([C:20]2[C:24]([Br:26])=[C:23]([CH3:25])[O:22][N:21]=2)[CH2:13][C:14]2[CH:19]=[CH:18][CH:17]=[CH:16][CH:15]=2)(=[O:9])=[O:10])=[CH:4][CH:3]=1, predict the reactants needed to synthesize it. The reactants are: [Cl:1][C:2]1[CH:7]=[CH:6][C:5]([S:8]([NH:11][C@@H:12]([C:20]2[CH:24]=[C:23]([CH3:25])[O:22][N:21]=2)[CH2:13][C:14]2[CH:19]=[CH:18][CH:17]=[CH:16][CH:15]=2)(=[O:10])=[O:9])=[CH:4][CH:3]=1.[Br:26]N1C(=O)CCC1=O.S([O-])([O-])(=O)=S.[Na+].[Na+]. (3) Given the product [CH3:1][CH2:2][CH2:3][CH2:4][CH2:5][N:6]([CH2:8][CH2:9][C:10]([P:16]([O-:19])([OH:18])=[O:17])([P:12]([OH:15])([OH:14])=[O:13])[OH:11])[CH3:7].[Na+:24], predict the reactants needed to synthesize it. The reactants are: [CH3:1][CH2:2][CH2:3][CH2:4][CH2:5][N:6]([CH2:8][CH2:9][C:10]([P:16]([OH:19])([OH:18])=[O:17])([P:12]([OH:15])([OH:14])=[O:13])[OH:11])[CH3:7].CC([O-])=O.[Na+:24]. (4) The reactants are: [F:1][C:2]1[CH:7]=[CH:6][C:5]([NH:8][C:9]2[C:17]3[C:16]4[CH2:18][NH:19][CH2:20][CH2:21][C:15]=4[NH:14][C:13]=3[N:12]=[CH:11][CH:10]=2)=[CH:4][CH:3]=1.[C:22](OC(=O)C)(=[O:24])[CH3:23].C(N(CC)CC)C. Given the product [F:1][C:2]1[CH:3]=[CH:4][C:5]([NH:8][C:9]2[C:17]3[C:16]4[CH2:18][N:19]([C:22](=[O:24])[CH3:23])[CH2:20][CH2:21][C:15]=4[NH:14][C:13]=3[N:12]=[CH:11][CH:10]=2)=[CH:6][CH:7]=1, predict the reactants needed to synthesize it. (5) Given the product [NH2:1][C:4]1[CH:5]=[C:6]([N:10]2[CH2:11][CH2:12][N:13]([C:16]([C:18]3[N:19]([C:24]4[CH:25]=[CH:26][CH:27]=[CH:28][CH:29]=4)[N:20]=[C:21]([CH3:23])[CH:22]=3)=[O:17])[CH2:14][CH2:15]2)[CH:7]=[CH:8][CH:9]=1, predict the reactants needed to synthesize it. The reactants are: [N+:1]([C:4]1[CH:5]=[C:6]([N:10]2[CH2:15][CH2:14][N:13]([C:16]([C:18]3[N:19]([C:24]4[CH:29]=[CH:28][CH:27]=[CH:26][CH:25]=4)[N:20]=[C:21]([CH3:23])[CH:22]=3)=[O:17])[CH2:12][CH2:11]2)[CH:7]=[CH:8][CH:9]=1)([O-])=O.[H][H]. (6) The reactants are: [OH:1][C:2]1[CH:9]=[CH:8][C:5]([CH2:6][OH:7])=[CH:4][CH:3]=1.C(=O)([O-])[O-].[K+].[K+].Cl[CH2:17][C:18](=[O:20])[CH3:19]. Given the product [OH:7][CH2:6][C:5]1[CH:8]=[CH:9][C:2]([O:1][CH2:17][C:18](=[O:20])[CH3:19])=[CH:3][CH:4]=1, predict the reactants needed to synthesize it. (7) Given the product [CH2:1]([N:3]([CH2:4][CH2:5][C:6]1[CH:7]=[CH:8][CH:9]=[CH:10][CH:11]=1)[C:13]1[CH:18]=[C:17]([OH:19])[CH:16]=[CH:15][C:14]=1[CH:21]1[CH2:30][CH2:29][C:28]2[CH:27]=[C:26]([OH:31])[CH:25]=[CH:24][C:23]=2[CH2:22]1)[CH3:2], predict the reactants needed to synthesize it. The reactants are: [CH2:1]([N:3]([C:13]1[CH:18]=[C:17]([O:19]C)[CH:16]=[CH:15][C:14]=1[CH:21]1[CH2:30][CH2:29][C:28]2[C:23](=[CH:24][CH:25]=[C:26]([O:31]C)[CH:27]=2)[CH2:22]1)[C:4](=O)[CH2:5][C:6]1[CH:11]=[CH:10][CH:9]=[CH:8][CH:7]=1)[CH3:2].C(N(C1C=C(OC)C=CC=1C1CCC2C(=CC=C(OC)C=2)C1)CCC1C=CC=CC=1)C. (8) Given the product [CH3:1][C:2]1[CH:3]=[C:4]([NH:9][C:10]([C:12]2[CH:37]=[CH:36][C:15]3[N:16]=[C:17]([C:19]4[C:20]([CH3:35])=[CH:21][C:22]([O:26][CH2:27][C@@H:28]([OH:29])[CH2:32][OH:31])=[CH:23][C:24]=4[CH3:25])[NH:18][C:14]=3[CH:13]=2)=[O:11])[CH:5]=[CH:6][C:7]=1[CH3:8], predict the reactants needed to synthesize it. The reactants are: [CH3:1][C:2]1[CH:3]=[C:4]([NH:9][C:10]([C:12]2[CH:37]=[CH:36][C:15]3[N:16]=[C:17]([C:19]4[C:24]([CH3:25])=[CH:23][C:22]([O:26][CH2:27][C@@H:28]5[CH2:32][O:31]C(C)(C)[O:29]5)=[CH:21][C:20]=4[CH3:35])[NH:18][C:14]=3[CH:13]=2)=[O:11])[CH:5]=[CH:6][C:7]=1[CH3:8].Cl.[OH-].[Na+].O. (9) Given the product [CH3:26][O:25][C:23]([C:22]1[CH:27]=[CH:28][C:19]([C:17](=[O:18])[CH2:16][CH2:15][C:13]([C:10]2[CH:9]=[CH:8][C:7]([O:6][CH2:1][CH2:2][CH2:3][CH2:4][CH3:5])=[CH:12][CH:11]=2)=[O:14])=[CH:20][CH:21]=1)=[O:24], predict the reactants needed to synthesize it. The reactants are: [CH2:1]([O:6][C:7]1[CH:12]=[CH:11][C:10]([C:13]([CH:15]=[CH2:16])=[O:14])=[CH:9][CH:8]=1)[CH2:2][CH2:3][CH2:4][CH3:5].[CH:17]([C:19]1[CH:28]=[CH:27][C:22]([C:23]([O:25][CH3:26])=[O:24])=[CH:21][CH:20]=1)=[O:18].C(N(CC)CC)C.